This data is from Full USPTO retrosynthesis dataset with 1.9M reactions from patents (1976-2016). The task is: Predict the reactants needed to synthesize the given product. (1) Given the product [NH2:39][C@H:36]1[CH2:37][CH2:38][C@H:33]([NH:40][C:2]2[CH:3]=[C:4]([NH:20][C:21]3[CH:26]=[CH:25][C:24]([C:27](=[O:32])[NH:28][CH:29]4[CH2:31][CH2:30]4)=[CH:23][CH:22]=3)[C:5]3[N:6]([C:8]([C:11]([NH:13][C:14]4[CH:19]=[CH:18][N:17]=[CH:16][CH:15]=4)=[O:12])=[CH:9][N:10]=3)[N:7]=2)[CH2:34][CH2:35]1, predict the reactants needed to synthesize it. The reactants are: Cl[C:2]1[CH:3]=[C:4]([NH:20][C:21]2[CH:26]=[CH:25][C:24]([C:27](=[O:32])[NH:28][CH:29]3[CH2:31][CH2:30]3)=[CH:23][CH:22]=2)[C:5]2[N:6]([C:8]([C:11]([NH:13][C:14]3[CH:19]=[CH:18][N:17]=[CH:16][CH:15]=3)=[O:12])=[CH:9][N:10]=2)[N:7]=1.[C@H:33]1([NH2:40])[CH2:38][CH2:37][C@H:36]([NH2:39])[CH2:35][CH2:34]1.C(O)(C(F)(F)F)=O. (2) Given the product [CH3:14][S:15]([O:12][CH2:11][CH:8]1[CH2:7][C:6]2[CH:5]=[C:4]([CH3:13])[CH:3]=[C:2]([Cl:1])[C:10]=2[O:9]1)(=[O:17])=[O:16], predict the reactants needed to synthesize it. The reactants are: [Cl:1][C:2]1[C:10]2[O:9][CH:8]([CH2:11][OH:12])[CH2:7][C:6]=2[CH:5]=[C:4]([CH3:13])[CH:3]=1.[CH3:14][S:15](Cl)(=[O:17])=[O:16].C(N(CC)CC)C.O.